Task: Predict the reaction yield, written as a fraction of the theoretical maximum amount of product (1.0 means a 100% yield; for example, 0.34 means a 34% yield).. Dataset: Reaction yield outcomes from USPTO patents with 853,638 reactions (1) The reactants are [H-].[Al+3].[Li+].[H-].[H-].[H-].[C:7]([C:11]1[CH:18]=[CH:17][C:14]([C:15]#[N:16])=[C:13]([O:19][CH3:20])[CH:12]=1)([CH3:10])([CH3:9])[CH3:8].[OH-].[Na+]. The catalyst is CCOCC. The product is [C:7]([C:11]1[CH:18]=[CH:17][C:14]([CH2:15][NH2:16])=[C:13]([O:19][CH3:20])[CH:12]=1)([CH3:10])([CH3:8])[CH3:9]. The yield is 0.710. (2) The reactants are [CH2:1]([N:8]([CH:12]1[CH2:17][CH2:16][N:15]([C:18]2[CH:23]=[CH:22][C:21]([C:24]3[NH:33][C:32](=[O:34])[C:31]4[C:26](=[CH:27][C:28]([O:37][CH3:38])=[CH:29][C:30]=4[O:35][CH3:36])[N:25]=3)=[CH:20][N:19]=2)[CH2:14][CH2:13]1)C(=O)C)[C:2]1[CH:7]=[CH:6][CH:5]=[CH:4][CH:3]=1.[OH-].[Na+]. The catalyst is Cl. The product is [CH2:1]([NH:8][CH:12]1[CH2:13][CH2:14][N:15]([C:18]2[N:19]=[CH:20][C:21]([C:24]3[NH:33][C:32](=[O:34])[C:31]4[C:26](=[CH:27][C:28]([O:37][CH3:38])=[CH:29][C:30]=4[O:35][CH3:36])[N:25]=3)=[CH:22][CH:23]=2)[CH2:16][CH2:17]1)[C:2]1[CH:7]=[CH:6][CH:5]=[CH:4][CH:3]=1. The yield is 0.600. (3) The catalyst is O1CCCC1. The yield is 0.970. The product is [Br:12][C:4]1[NH:3][C:2]([CH3:1])=[C:6]([C:7]([O:9][CH2:10][CH3:11])=[O:8])[CH:5]=1. The reactants are [CH3:1][C:2]1[NH:3][CH:4]=[CH:5][C:6]=1[C:7]([O:9][CH2:10][CH3:11])=[O:8].[Br:12]N1C(=O)CCC1=O.O. (4) The reactants are [H-].[Na+].C(OP([CH2:11][C:12]([O:14][CH2:15][CH3:16])=[O:13])(OCC)=O)C.[CH2:17](O)[CH2:18][CH2:19][CH2:20][CH2:21][CH3:22].[CH3:24]CCCCC. The catalyst is O1CCCC1. The product is [CH3:24][C:11](=[CH:17][CH2:18][CH2:19][CH2:20][CH2:21][CH3:22])[C:12]([O:14][CH2:15][CH3:16])=[O:13]. The yield is 0.930. (5) The reactants are [CH3:1][N:2]1[CH:6]=[C:5]([CH3:7])[C:4]([C:8]([OH:10])=O)=[N:3]1.S(Cl)(Cl)=O.[NH2:15][C:16]1[CH:17]=[C:18]([CH:35]=[CH:36][C:37]=1[F:38])[O:19][C:20]1[CH:21]=[CH:22][C:23]2[N:24]([CH:26]=[C:27]([NH:29][C:30]([CH:32]3[CH2:34][CH2:33]3)=[O:31])[N:28]=2)[N:25]=1.C(=O)([O-])O.[Na+]. The catalyst is O1CCCC1.CN(C)C=O.CN(C)C(=O)C. The product is [CH:32]1([C:30]([NH:29][C:27]2[N:28]=[C:23]3[CH:22]=[CH:21][C:20]([O:19][C:18]4[CH:35]=[CH:36][C:37]([F:38])=[C:16]([NH:15][C:8]([C:4]5[C:5]([CH3:7])=[CH:6][N:2]([CH3:1])[N:3]=5)=[O:10])[CH:17]=4)=[N:25][N:24]3[CH:26]=2)=[O:31])[CH2:33][CH2:34]1. The yield is 0.630. (6) The reactants are [Cl:1][C:2]1[CH:3]=[C:4]([C:12]2[O:16][N:15]=[C:14]([C:17]3[C:27]4[CH2:26][CH2:25][N:24](C(OC(C)(C)C)=O)[CH2:23][CH2:22][C:21]=4[CH:20]=[CH:19][CH:18]=3)[N:13]=2)[CH:5]=[CH:6][C:7]=1[O:8][CH:9]([CH3:11])[CH3:10].FC(F)(F)C(O)=O. The catalyst is C(Cl)Cl. The product is [ClH:1].[Cl:1][C:2]1[CH:3]=[C:4]([C:12]2[O:16][N:15]=[C:14]([C:17]3[C:27]4[CH2:26][CH2:25][NH:24][CH2:23][CH2:22][C:21]=4[CH:20]=[CH:19][CH:18]=3)[N:13]=2)[CH:5]=[CH:6][C:7]=1[O:8][CH:9]([CH3:10])[CH3:11]. The yield is 1.00. (7) The reactants are [O:1]1[C:10]2[C:5](=[CH:6][CH:7]=[CH:8][CH:9]=2)[CH:4]=[CH:3][CH2:2]1. The catalyst is [Pd].C(O)(=O)C. The product is [O:1]1[C:10]2[C:5](=[CH:6][CH:7]=[CH:8][CH:9]=2)[CH2:4][CH2:3][CH2:2]1. The yield is 0.980. (8) The reactants are [F:1][C:2]1[CH:3]=[C:4]2[C:8](=[CH:9][CH:10]=1)[NH:7][C:6](=[O:11])[C:5]2=[C:12]1[C:20]2[C:15](=[CH:16][C:17]([CH2:21][CH2:22][CH2:23][OH:24])=[CH:18][CH:19]=2)[CH2:14][O:13]1.C(N(CC)CC)C.[CH3:32][S:33](Cl)(=[O:35])=[O:34].O. The catalyst is C1COCC1.CC(O)=O. The product is [F:1][C:2]1[CH:3]=[C:4]2[C:8](=[CH:9][CH:10]=1)[NH:7][C:6](=[O:11])[C:5]2=[C:12]1[C:20]2[C:15](=[CH:16][C:17]([CH2:21][CH2:22][CH2:23][O:24][S:33]([CH3:32])(=[O:35])=[O:34])=[CH:18][CH:19]=2)[CH2:14][O:13]1. The yield is 0.980.